This data is from Catalyst prediction with 721,799 reactions and 888 catalyst types from USPTO. The task is: Predict which catalyst facilitates the given reaction. (1) Reactant: [CH2:1]1[C@@H:6]([C:7]#[N:8])[N:5]([C:9]([C@@H:11]([NH2:23])[C:12]23[CH2:21][C:19]4([OH:22])[CH2:20][CH:14]([CH2:15][CH:16]([CH2:18]4)[CH2:17]2)[CH2:13]3)=[O:10])[C@@H:4]2[C@H:2]1[CH2:3]2.O. Product: [CH2:1]1[C@@H:6]([C:7]#[N:8])[N:5]([C:9]([C@@H:11]([NH2:23])[C:12]23[CH2:21][C:19]4([OH:22])[CH2:20][CH:14]([CH2:15][CH:16]([CH2:18]4)[CH2:17]2)[CH2:13]3)=[O:10])[C@@H:4]2[C@H:2]1[CH2:3]2. The catalyst class is: 6. (2) Reactant: [F:1][C:2]1[CH:3]=[CH:4][C:5]([CH3:32])=[C:6]([CH:31]=1)[O:7][CH2:8][C:9]1[C:18]([C:19]2[CH:24]=[CH:23][C:22]([OH:25])=[CH:21][C:20]=2[O:26][CH3:27])=[CH:17][CH:16]=[C:15]2[C:10]=1[C:11]([CH3:30])=[CH:12][C:13]([CH3:29])([CH3:28])[NH:14]2.[C:33](N1C=CN=C1)(N1C=CN=C1)=[O:34].[CH3:45][N:46]([CH3:51])[CH2:47][CH2:48][NH:49][CH3:50]. Product: [CH3:45][N:46]([CH3:51])[CH2:47][CH2:48][N:49]([C:33]([O:25][C:22]1[CH:23]=[CH:24][C:19]([C:18]2[C:9]([CH2:8][O:7][C:6]3[CH:31]=[C:2]([F:1])[CH:3]=[CH:4][C:5]=3[CH3:32])=[C:10]3[C:15](=[CH:16][CH:17]=2)[NH:14][C:13]([CH3:28])([CH3:29])[CH:12]=[C:11]3[CH3:30])=[C:20]([O:26][CH3:27])[CH:21]=1)=[O:34])[CH3:50]. The catalyst class is: 367. (3) Reactant: [CH3:1][C@@H:2]1[CH2:11][C:10]2[C:5](=[CH:6][CH:7]=[CH:8][CH:9]=2)[CH2:4][N:3]1[C:12]([C:14]1[C:15]([C:23]2[N:31]3[C:26]([CH2:27][CH2:28][CH2:29][CH2:30]3)=[C:25]([C:32]([O:34]C)=[O:33])[CH:24]=2)=[CH:16][C:17]2[O:21][CH2:20][O:19][C:18]=2[CH:22]=1)=[O:13].[OH-].[Li+:37]. Product: [CH3:1][C@@H:2]1[CH2:11][C:10]2[C:5](=[CH:6][CH:7]=[CH:8][CH:9]=2)[CH2:4][N:3]1[C:12]([C:14]1[C:15]([C:23]2[N:31]3[C:26]([CH2:27][CH2:28][CH2:29][CH2:30]3)=[C:25]([C:32]([O-:34])=[O:33])[CH:24]=2)=[CH:16][C:17]2[O:21][CH2:20][O:19][C:18]=2[CH:22]=1)=[O:13].[Li+:37]. The catalyst class is: 12.